This data is from Forward reaction prediction with 1.9M reactions from USPTO patents (1976-2016). The task is: Predict the product of the given reaction. (1) Given the reactants [Cl:1][C:2]1[CH:11]=[C:10]2[C:5]([C:6]([NH:15][CH2:16][C:17]([OH:20])([CH3:19])[CH3:18])=[C:7]([N+:12]([O-])=O)[CH:8]=[N:9]2)=[CH:4][CH:3]=1.[CH2:21]([O:23][CH2:24][C:25](O)=O)[CH3:22], predict the reaction product. The product is: [Cl:1][C:2]1[CH:3]=[CH:4][C:5]2[C:6]3[N:15]([CH2:16][C:17]([CH3:19])([CH3:18])[OH:20])[C:22]([CH2:21][O:23][CH2:24][CH3:25])=[N:12][C:7]=3[CH:8]=[N:9][C:10]=2[CH:11]=1. (2) Given the reactants [Cl:1][C:2]1[CH:3]=[CH:4][C:5]([C:32]#[N:33])=[C:6]([C:8]2[C:13]([O:14][CH3:15])=[CH:12][N:11]([CH:16]([CH2:24][CH:25]3[CH2:28][C:27]([F:30])([F:29])[CH2:26]3)[C:17]([O:19]C(C)(C)C)=[O:18])[C:10](=[O:31])[CH:9]=2)[CH:7]=1.C(O)(C(F)(F)F)=O, predict the reaction product. The product is: [Cl:1][C:2]1[CH:3]=[CH:4][C:5]([C:32]#[N:33])=[C:6]([C:8]2[C:13]([O:14][CH3:15])=[CH:12][N:11]([CH:16]([CH2:24][CH:25]3[CH2:28][C:27]([F:30])([F:29])[CH2:26]3)[C:17]([OH:19])=[O:18])[C:10](=[O:31])[CH:9]=2)[CH:7]=1.